This data is from Merck oncology drug combination screen with 23,052 pairs across 39 cell lines. The task is: Regression. Given two drug SMILES strings and cell line genomic features, predict the synergy score measuring deviation from expected non-interaction effect. (1) Drug 1: CC1(c2nc3c(C(N)=O)cccc3[nH]2)CCCN1. Drug 2: CNC(=O)c1cc(Oc2ccc(NC(=O)Nc3ccc(Cl)c(C(F)(F)F)c3)cc2)ccn1. Cell line: SKOV3. Synergy scores: synergy=14.1. (2) Drug 2: Cn1cc(-c2cnn3c(N)c(Br)c(C4CCCNC4)nc23)cn1. Cell line: ZR751. Drug 1: O=c1[nH]cc(F)c(=O)[nH]1. Synergy scores: synergy=-0.408. (3) Drug 1: O=C(NOCC(O)CO)c1ccc(F)c(F)c1Nc1ccc(I)cc1F. Drug 2: NC1CCCCC1N.O=C(O)C(=O)O.[Pt+2]. Cell line: KPL1. Synergy scores: synergy=16.7. (4) Drug 1: O=C(CCCCCCC(=O)Nc1ccccc1)NO. Drug 2: Nc1ccn(C2OC(CO)C(O)C2(F)F)c(=O)n1. Cell line: PA1. Synergy scores: synergy=-6.73. (5) Drug 1: COC12C(COC(N)=O)C3=C(C(=O)C(C)=C(N)C3=O)N1CC1NC12. Drug 2: N#Cc1ccc(Cn2cncc2CN2CCN(c3cccc(Cl)c3)C(=O)C2)cc1. Cell line: NCIH1650. Synergy scores: synergy=-29.3. (6) Drug 1: COC12C(COC(N)=O)C3=C(C(=O)C(C)=C(N)C3=O)N1CC1NC12. Synergy scores: synergy=-6.86. Cell line: NCIH460. Drug 2: COC1=C2CC(C)CC(OC)C(O)C(C)C=C(C)C(OC(N)=O)C(OC)C=CC=C(C)C(=O)NC(=CC1=O)C2=O. (7) Drug 1: N#Cc1ccc(Cn2cncc2CN2CCN(c3cccc(Cl)c3)C(=O)C2)cc1. Drug 2: CCc1c2c(nc3ccc(O)cc13)-c1cc3c(c(=O)n1C2)COC(=O)C3(O)CC. Cell line: LNCAP. Synergy scores: synergy=-0.858. (8) Drug 1: N#Cc1ccc(Cn2cncc2CN2CCN(c3cccc(Cl)c3)C(=O)C2)cc1. Drug 2: CCc1c2c(nc3ccc(O)cc13)-c1cc3c(c(=O)n1C2)COC(=O)C3(O)CC. Cell line: A2058. Synergy scores: synergy=40.8.